This data is from NCI-60 drug combinations with 297,098 pairs across 59 cell lines. The task is: Regression. Given two drug SMILES strings and cell line genomic features, predict the synergy score measuring deviation from expected non-interaction effect. (1) Drug 1: CC1C(C(CC(O1)OC2CC(CC3=C2C(=C4C(=C3O)C(=O)C5=C(C4=O)C(=CC=C5)OC)O)(C(=O)CO)O)N)O. Drug 2: C1=CC(=C(C=C1I)F)NC2=C(C=CC(=C2F)F)C(=O)NOCC(CO)O. Cell line: NCIH23. Synergy scores: CSS=70.9, Synergy_ZIP=-2.27, Synergy_Bliss=-2.86, Synergy_Loewe=1.51, Synergy_HSA=3.65. (2) Drug 1: CC(C)NC(=O)C1=CC=C(C=C1)CNNC.Cl. Drug 2: C1C(C(OC1N2C=NC3=C2NC=NCC3O)CO)O. Cell line: SF-295. Synergy scores: CSS=4.94, Synergy_ZIP=-0.848, Synergy_Bliss=-1.07, Synergy_Loewe=2.08, Synergy_HSA=0.679. (3) Drug 1: C1CCN(CC1)CCOC2=CC=C(C=C2)C(=O)C3=C(SC4=C3C=CC(=C4)O)C5=CC=C(C=C5)O. Drug 2: CC12CCC(CC1=CCC3C2CCC4(C3CC=C4C5=CN=CC=C5)C)O. Cell line: SNB-75. Synergy scores: CSS=-2.67, Synergy_ZIP=0.829, Synergy_Bliss=-0.351, Synergy_Loewe=-2.15, Synergy_HSA=-1.98.